This data is from NCI-60 drug combinations with 297,098 pairs across 59 cell lines. The task is: Regression. Given two drug SMILES strings and cell line genomic features, predict the synergy score measuring deviation from expected non-interaction effect. (1) Synergy scores: CSS=26.2, Synergy_ZIP=-4.01, Synergy_Bliss=0.261, Synergy_Loewe=-25.2, Synergy_HSA=1.27. Drug 2: CCC1(C2=C(COC1=O)C(=O)N3CC4=CC5=C(C=CC(=C5CN(C)C)O)N=C4C3=C2)O.Cl. Cell line: NCI-H522. Drug 1: CC12CCC3C(C1CCC2O)C(CC4=C3C=CC(=C4)O)CCCCCCCCCS(=O)CCCC(C(F)(F)F)(F)F. (2) Drug 1: CN(C)N=NC1=C(NC=N1)C(=O)N. Drug 2: CCCCCOC(=O)NC1=NC(=O)N(C=C1F)C2C(C(C(O2)C)O)O. Cell line: A549. Synergy scores: CSS=-2.51, Synergy_ZIP=5.99, Synergy_Bliss=0.0554, Synergy_Loewe=-3.95, Synergy_HSA=-1.94. (3) Cell line: HS 578T. Synergy scores: CSS=33.9, Synergy_ZIP=0.370, Synergy_Bliss=0.435, Synergy_Loewe=-7.14, Synergy_HSA=5.54. Drug 2: C1=CC(=CC=C1CCCC(=O)O)N(CCCl)CCCl. Drug 1: C1=CC(=C2C(=C1NCCNCCO)C(=O)C3=C(C=CC(=C3C2=O)O)O)NCCNCCO. (4) Drug 1: C1=CN(C(=O)N=C1N)C2C(C(C(O2)CO)O)O.Cl. Drug 2: C1CC(=O)NC(=O)C1N2C(=O)C3=CC=CC=C3C2=O. Cell line: SNB-19. Synergy scores: CSS=27.2, Synergy_ZIP=-3.00, Synergy_Bliss=1.76, Synergy_Loewe=-26.2, Synergy_HSA=0.390. (5) Drug 1: C1CCC(CC1)NC(=O)N(CCCl)N=O. Drug 2: CC1=CC2C(CCC3(C2CCC3(C(=O)C)OC(=O)C)C)C4(C1=CC(=O)CC4)C. Cell line: HL-60(TB). Synergy scores: CSS=-1.13, Synergy_ZIP=-12.4, Synergy_Bliss=-19.8, Synergy_Loewe=-43.6, Synergy_HSA=-22.0. (6) Drug 1: C1=CN(C(=O)N=C1N)C2C(C(C(O2)CO)O)O.Cl. Drug 2: CNC(=O)C1=NC=CC(=C1)OC2=CC=C(C=C2)NC(=O)NC3=CC(=C(C=C3)Cl)C(F)(F)F. Cell line: 786-0. Synergy scores: CSS=32.8, Synergy_ZIP=0.388, Synergy_Bliss=0.179, Synergy_Loewe=-28.0, Synergy_HSA=-1.33. (7) Drug 1: C1=CC(=C2C(=C1NCCNCCO)C(=O)C3=C(C=CC(=C3C2=O)O)O)NCCNCCO. Drug 2: CC(C)CN1C=NC2=C1C3=CC=CC=C3N=C2N. Cell line: SR. Synergy scores: CSS=67.0, Synergy_ZIP=0.642, Synergy_Bliss=1.01, Synergy_Loewe=1.10, Synergy_HSA=1.57. (8) Drug 1: COC1=NC(=NC2=C1N=CN2C3C(C(C(O3)CO)O)O)N. Drug 2: CCCCC(=O)OCC(=O)C1(CC(C2=C(C1)C(=C3C(=C2O)C(=O)C4=C(C3=O)C=CC=C4OC)O)OC5CC(C(C(O5)C)O)NC(=O)C(F)(F)F)O. Cell line: NCI-H322M. Synergy scores: CSS=17.7, Synergy_ZIP=-0.117, Synergy_Bliss=-0.103, Synergy_Loewe=1.45, Synergy_HSA=1.67. (9) Drug 1: CC1=CC=C(C=C1)C2=CC(=NN2C3=CC=C(C=C3)S(=O)(=O)N)C(F)(F)F. Drug 2: CN1C2=C(C=C(C=C2)N(CCCl)CCCl)N=C1CCCC(=O)O.Cl. Cell line: CAKI-1. Synergy scores: CSS=-1.81, Synergy_ZIP=2.59, Synergy_Bliss=1.61, Synergy_Loewe=-1.89, Synergy_HSA=-3.47. (10) Drug 1: CC=C1C(=O)NC(C(=O)OC2CC(=O)NC(C(=O)NC(CSSCCC=C2)C(=O)N1)C(C)C)C(C)C. Drug 2: CC12CCC3C(C1CCC2OP(=O)(O)O)CCC4=C3C=CC(=C4)OC(=O)N(CCCl)CCCl.[Na+]. Cell line: NCI-H460. Synergy scores: CSS=52.2, Synergy_ZIP=-2.56, Synergy_Bliss=-11.9, Synergy_Loewe=-26.7, Synergy_HSA=-9.31.